This data is from Full USPTO retrosynthesis dataset with 1.9M reactions from patents (1976-2016). The task is: Predict the reactants needed to synthesize the given product. Given the product [Cl:1][C:2]1[N:10]=[C:9]2[C:5]([NH:6][CH2:7][N:8]2[C:11]([C:18]2[CH:19]=[CH:20][CH:21]=[CH:22][CH:23]=2)([C:24]2[CH:29]=[CH:28][CH:27]=[CH:26][CH:25]=2)[C:12]2[CH:13]=[CH:14][CH:15]=[CH:16][CH:17]=2)=[C:4]([Cl:30])[N:3]=1, predict the reactants needed to synthesize it. The reactants are: [Cl:1][C:2]1[N:10]=[C:9]2[C:5]([N:6]=[CH:7][N:8]2[C:11]([C:24]2[CH:29]=[CH:28][CH:27]=[CH:26][CH:25]=2)([C:18]2[CH:23]=[CH:22][CH:21]=[CH:20][CH:19]=2)[C:12]2[CH:17]=[CH:16][CH:15]=[CH:14][CH:13]=2)=[C:4]([Cl:30])[N:3]=1.CC(C[AlH]CC(C)C)C.